This data is from Catalyst prediction with 721,799 reactions and 888 catalyst types from USPTO. The task is: Predict which catalyst facilitates the given reaction. (1) Reactant: [C:1]([C:3]1[CH:12]=[CH:11][C:6]([C:7]([O:9][CH3:10])=[O:8])=[CH:5][CH:4]=1)#[N:2].[CH3:13][CH2:14][Mg+].[Br-].B(F)(F)F.CCOCC. Product: [NH2:2][C:1]1([C:3]2[CH:12]=[CH:11][C:6]([C:7]([O:9][CH3:10])=[O:8])=[CH:5][CH:4]=2)[CH2:14][CH2:13]1. The catalyst class is: 247. (2) Reactant: Cl[C:2]1[N:3]=[C:4]([OH:12])[C:5]2[CH:11]=[CH:10][N:9]=[CH:8][C:6]=2[N:7]=1.[CH3:13][O:14][Na]. Product: [CH3:13][O:14][C:2]1[N:3]=[C:4]([OH:12])[C:5]2[CH:11]=[CH:10][N:9]=[CH:8][C:6]=2[N:7]=1. The catalyst class is: 5. (3) Reactant: [N+:1]([C:4]1[CH:18]=[CH:17][C:7]([O:8][CH:9]2[CH:14]3[CH2:15][CH2:16][N:11]([CH2:12][CH2:13]3)[CH2:10]2)=[CH:6][CH:5]=1)([O-])=O. Product: [N:11]12[CH2:12][CH2:13][CH:14]([CH2:15][CH2:16]1)[CH:9]([O:8][C:7]1[CH:17]=[CH:18][C:4]([NH2:1])=[CH:5][CH:6]=1)[CH2:10]2. The catalyst class is: 19. (4) Reactant: Cl[C:2]1[CH:7]=[N:6][CH:5]=[C:4]([Cl:8])[N:3]=1.[O:9]([CH2:16][CH2:17][OH:18])[C:10]1[CH:15]=[CH:14][CH:13]=[CH:12][CH:11]=1. Product: [Cl:8][C:4]1[CH:5]=[N:6][CH:7]=[C:2]([O:18][CH2:17][CH2:16][O:9][C:10]2[CH:15]=[CH:14][CH:13]=[CH:12][CH:11]=2)[N:3]=1. The catalyst class is: 12. (5) Reactant: [F:1][C:2]([F:13])([F:12])[C:3]1[CH:8]=[CH:7][C:6](B(O)O)=[CH:5][CH:4]=1.Cl[C:15]1[C:24]([N:25]([CH:27]([CH3:29])[CH3:28])[CH3:26])=[N:23][C:22]2[C:17](=[CH:18][CH:19]=[C:20]([C:30]([O:32][CH3:33])=[O:31])[CH:21]=2)[N:16]=1.[O-]P([O-])([O-])=O.[K+].[K+].[K+]. Product: [CH:27]([N:25]([CH3:26])[C:24]1[C:15]([C:6]2[CH:7]=[CH:8][C:3]([C:2]([F:13])([F:12])[F:1])=[CH:4][CH:5]=2)=[N:16][C:17]2[C:22]([N:23]=1)=[CH:21][C:20]([C:30]([O:32][CH3:33])=[O:31])=[CH:19][CH:18]=2)([CH3:29])[CH3:28]. The catalyst class is: 70. (6) Reactant: [OH:1][C:2]1[CH:3]=[C:4]([CH2:8][C:9]([OH:11])=[O:10])[CH:5]=[CH:6][CH:7]=1.F[C:13]1[CH:20]=[CH:19][C:18]([C:21]([F:24])([F:23])[F:22])=[CH:17][C:14]=1[CH:15]=[O:16].C(=O)([O-])[O-].[K+].[K+].CC#N. Product: [CH:15]([C:14]1[CH:17]=[C:18]([C:21]([F:22])([F:23])[F:24])[CH:19]=[CH:20][C:13]=1[O:1][C:2]1[CH:3]=[C:4]([CH2:8][C:9]([OH:11])=[O:10])[CH:5]=[CH:6][CH:7]=1)=[O:16]. The catalyst class is: 1. (7) Reactant: Cl.O.[OH:3][C:4]12[C:15]3[C:10](=[C:11]([N+:16]([O-])=O)[CH:12]=[CH:13][CH:14]=3)[C:9](=[O:19])[C:8]1([NH:20][C:21]([C:23]1[O:24][CH:25]=[CH:26][CH:27]=1)=[O:22])[C:7]1[CH:28]=[CH:29][C:30]([CH:32]([CH3:34])[CH3:33])=[CH:31][C:6]=1[O:5]2. Product: [NH2:16][C:11]1[CH:12]=[CH:13][CH:14]=[C:15]2[C:10]=1[C:9](=[O:19])[C:8]1([NH:20][C:21]([C:23]3[O:24][CH:25]=[CH:26][CH:27]=3)=[O:22])[C:7]3[CH:28]=[CH:29][C:30]([CH:32]([CH3:34])[CH3:33])=[CH:31][C:6]=3[O:5][C:4]12[OH:3]. The catalyst class is: 186.